Dataset: Catalyst prediction with 721,799 reactions and 888 catalyst types from USPTO. Task: Predict which catalyst facilitates the given reaction. (1) Product: [NH2:1][C@@H:2]([CH2:25][S:26][CH2:27][C@H:28]([O:44][C:45](=[O:57])[CH2:46][CH2:47][CH2:48][CH2:49][CH2:50][CH2:51][CH2:52][CH2:53][CH2:54][CH2:55][CH3:56])[CH2:29][O:30][C:31](=[O:43])[CH2:32][CH2:33][CH2:34][CH2:35][CH2:36][CH2:37][CH2:38][CH2:39][CH2:40][CH2:41][CH3:42])[C:3](=[O:24])[NH:4][CH2:5][CH2:6][O:7][CH2:8][CH2:9][O:10][CH2:11][CH2:12][C:13]([P:16](=[O:17])([OH:23])[OH:20])([F:15])[F:14]. The catalyst class is: 2. Reactant: [NH2:1][C@@H:2]([CH2:25][S:26][CH2:27][C@H:28]([O:44][C:45](=[O:57])[CH2:46][CH2:47][CH2:48][CH2:49][CH2:50][CH2:51][CH2:52][CH2:53][CH2:54][CH2:55][CH3:56])[CH2:29][O:30][C:31](=[O:43])[CH2:32][CH2:33][CH2:34][CH2:35][CH2:36][CH2:37][CH2:38][CH2:39][CH2:40][CH2:41][CH3:42])[C:3](=[O:24])[NH:4][CH2:5][CH2:6][O:7][CH2:8][CH2:9][O:10][CH2:11][CH2:12][C:13]([P:16](=[O:23])([O:20]CC)[O:17]CC)([F:15])[F:14].C[Si](Br)(C)C. (2) Reactant: [CH2:1]([CH:8]1[C:16]2[C:11](=[CH:12][CH:13]=[C:14]([O:17][CH2:18][CH2:19][NH:20][S:21]([C:24]3[N:25]=[CH:26][N:27]([CH3:29])[CH:28]=3)(=[O:23])=[O:22])[CH:15]=2)[CH2:10][CH:9]1[NH:30]C(=O)OCC)[C:2]1[CH:7]=[CH:6][CH:5]=[CH:4][CH:3]=1.[OH-].[K+].C(O)C.[ClH:41].C(OCC)C. Product: [ClH:41].[NH2:30][CH:9]1[CH:8]([CH2:1][C:2]2[CH:3]=[CH:4][CH:5]=[CH:6][CH:7]=2)[C:16]2[C:11](=[CH:12][CH:13]=[C:14]([O:17][CH2:18][CH2:19][NH:20][S:21]([C:24]3[N:25]=[CH:26][N:27]([CH3:29])[CH:28]=3)(=[O:23])=[O:22])[CH:15]=2)[CH2:10]1. The catalyst class is: 170. (3) Reactant: [F:1][C:2]1[CH:7]=[CH:6][CH:5]=[C:4]([F:8])[C:3]=1[N:9]1[C:14]2[N:15]=[C:16]([N:29]3[CH2:34][CH2:33][CH:32]([N:35]4[CH2:40][CH2:39][CH:38]([CH3:41])[CH2:37][CH2:36]4)[CH2:31][CH2:30]3)[N:17]=[C:18]([C:19]3[CH:20]=[C:21]([CH:25]=[CH:26][C:27]=3[CH3:28])[C:22]([OH:24])=O)[C:13]=2[CH:12]=[CH:11][C:10]1=[O:42].CN(C(O[N:51]1N=N[C:53]2[CH:54]=[CH:55]C=C[C:52]1=2)=[N+](C)C)C.F[P-](F)(F)(F)(F)F.C(N(CC)CC)C.C(N)CCC. Product: [CH2:52]([NH:51][C:22](=[O:24])[C:21]1[CH:25]=[CH:26][C:27]([CH3:28])=[C:19]([C:18]2[C:13]3[CH:12]=[CH:11][C:10](=[O:42])[N:9]([C:3]4[C:2]([F:1])=[CH:7][CH:6]=[CH:5][C:4]=4[F:8])[C:14]=3[N:15]=[C:16]([N:29]3[CH2:34][CH2:33][CH:32]([N:35]4[CH2:40][CH2:39][CH:38]([CH3:41])[CH2:37][CH2:36]4)[CH2:31][CH2:30]3)[N:17]=2)[CH:20]=1)[CH2:53][CH2:54][CH3:55]. The catalyst class is: 3. (4) Reactant: [Cl:1][C:2](=[C:5]([C:11](OCC)=O)[C:6]([O:8][CH2:9][CH3:10])=[O:7])[CH2:3][CH3:4].[CH2:16]([N:18]1[C:22]([NH2:23])=CC=[N:19]1)[CH3:17].[CH2:24](N(CC)CC)[CH3:25]. Product: [Cl:1][C:2]1[C:5]([C:6]([O:8][CH2:9][CH3:10])=[O:7])=[C:11]([CH2:24][CH3:25])[N:23]=[C:22]2[N:18]([CH2:16][CH3:17])[N:19]=[CH:4][C:3]=12. The catalyst class is: 11. (5) Reactant: [Br:1][C:2]1[C:3]2[N:4]([C:16](=[O:19])[NH:17][N:18]=2)[C:5]([CH3:15])=[CH:6][C:7]=1[C:8]1[CH:13]=[CH:12][C:11]([Cl:14])=[CH:10][CH:9]=1.Cl[CH2:21][C:22]1[C:23]([CH3:32])=[N:24][C:25]([C:28]([F:31])([F:30])[F:29])=[CH:26][CH:27]=1.C(=O)([O-])[O-].[K+].[K+]. Product: [Br:1][C:2]1[C:3]2[N:4]([C:16](=[O:19])[N:17]([CH2:21][C:22]3[C:23]([CH3:32])=[N:24][C:25]([C:28]([F:31])([F:29])[F:30])=[CH:26][CH:27]=3)[N:18]=2)[C:5]([CH3:15])=[CH:6][C:7]=1[C:8]1[CH:9]=[CH:10][C:11]([Cl:14])=[CH:12][CH:13]=1. The catalyst class is: 18. (6) Reactant: [Cl:1][C:2]1[C:3]2[N:4]([CH:12]=[C:13]([C:15]3[O:16][C:17]([C:20]4[CH:25]=[C:24]([Cl:26])[C:23]([O:27]C)=[CH:22][C:21]=4[Cl:29])=[N:18][N:19]=3)[N:14]=2)[CH:5]=[C:6]([C:8]([F:11])([F:10])[F:9])[CH:7]=1.[Al+3].[Cl-].[Cl-].[Cl-].CCS. Product: [Cl:26][C:24]1[CH:25]=[C:20]([C:17]2[O:16][C:15]([C:13]3[N:14]=[C:3]4[C:2]([Cl:1])=[CH:7][C:6]([C:8]([F:10])([F:9])[F:11])=[CH:5][N:4]4[CH:12]=3)=[N:19][N:18]=2)[C:21]([Cl:29])=[CH:22][C:23]=1[OH:27]. The catalyst class is: 2. (7) Reactant: Cl[C:2]1[CH:7]=[CH:6][NH:5][C:4](=[O:8])[C:3]=1[C:9]1[NH:10][C:11]2[C:12]([N:28]=1)=[CH:13][C:14]1[CH2:15][N:16]([CH2:21][CH2:22][N:23]3[CH2:27][CH2:26][CH2:25][CH2:24]3)[C:17](=[O:20])[C:18]=1[CH:19]=2.[Cl:29][C:30]1[CH:31]=[CH:32][C:33]([CH3:40])=[C:34]([CH2:36][C@@H:37]([NH2:39])[CH3:38])[CH:35]=1.CCN(C(C)C)C(C)C. Product: [Cl:29][C:30]1[CH:31]=[CH:32][C:33]([CH3:40])=[C:34]([CH2:36][C@@H:37]([NH:39][C:2]2[CH:7]=[CH:6][NH:5][C:4](=[O:8])[C:3]=2[C:9]2[NH:10][C:11]3[C:12]([N:28]=2)=[CH:13][C:14]2[CH2:15][N:16]([CH2:21][CH2:22][N:23]4[CH2:24][CH2:25][CH2:26][CH2:27]4)[C:17](=[O:20])[C:18]=2[CH:19]=3)[CH3:38])[CH:35]=1. The catalyst class is: 14.